This data is from Reaction yield outcomes from USPTO patents with 853,638 reactions. The task is: Predict the reaction yield, written as a fraction of the theoretical maximum amount of product (1.0 means a 100% yield; for example, 0.34 means a 34% yield). (1) The reactants are [Br:1][C:2]1[C:3](=[O:21])[N:4]([CH2:17][CH:18]2[CH2:20]C2)[CH:5]=[CH:6][C:7]=1[O:8][CH2:9][C:10]1[CH:15]=[CH:14][C:13]([F:16])=[CH:12][CH:11]=1.Br[C:23]1C(=O)NC=CC=1OCC1C=CC(F)=CC=1.C([O-])([O-])=O.[K+].[K+].C1(CBr)CC1. The yield is 0.390. The catalyst is CN(C=O)C. The product is [Br:1][C:2]1[C:3](=[O:21])[N:4]([CH:17]2[CH2:18][CH2:20]2)[CH:5]=[C:6]([CH3:23])[C:7]=1[O:8][CH2:9][C:10]1[CH:11]=[CH:12][C:13]([F:16])=[CH:14][CH:15]=1. (2) The reactants are [C:1]([O:5][C:6](=[O:14])[CH2:7][CH:8]([NH2:13])[CH:9]([OH:12])[CH2:10][F:11])([CH3:4])([CH3:3])[CH3:2].CN(C(ON1N=N[C:25]2[CH:26]=[CH:27][CH:28]=N[C:24]1=2)=[N+](C)C)C.F[P-](F)(F)(F)(F)F.[CH2:39]([N:41](CC)CC)C.CC(OI1(OC(C)=O)(OC(C)=O)[O:59][C:57](=O)[C:56]2[CH:55]=[CH:54][CH:53]=[CH:52][C:51]1=2)=O.[CH3:68][N:69]([CH:71]=[O:72])C. The catalyst is C(O)(C)C.ClCCl. The product is [C:1]([O:5][C:6](=[O:14])[CH2:7][CH:8]([NH:13][C:57](=[O:59])[CH:56]([C:51]1[C:71](=[O:72])[N:69]([C:68]2[CH:28]=[CH:27][CH:26]=[CH:25][CH:24]=2)[N:41]=[CH:39][C:52]=1[CH3:53])[CH2:55][CH3:54])[C:9](=[O:12])[CH2:10][F:11])([CH3:4])([CH3:2])[CH3:3]. The yield is 0.720.